From a dataset of NCI-60 drug combinations with 297,098 pairs across 59 cell lines. Regression. Given two drug SMILES strings and cell line genomic features, predict the synergy score measuring deviation from expected non-interaction effect. (1) Drug 1: C(CC(=O)O)C(=O)CN.Cl. Drug 2: C1CCC(C(C1)N)N.C(=O)(C(=O)[O-])[O-].[Pt+4]. Cell line: TK-10. Synergy scores: CSS=27.7, Synergy_ZIP=-7.87, Synergy_Bliss=5.22, Synergy_Loewe=-3.70, Synergy_HSA=3.72. (2) Drug 1: CCC1=C2CN3C(=CC4=C(C3=O)COC(=O)C4(CC)O)C2=NC5=C1C=C(C=C5)O. Drug 2: C1=CN(C=N1)CC(O)(P(=O)(O)O)P(=O)(O)O. Cell line: K-562. Synergy scores: CSS=27.1, Synergy_ZIP=-1.81, Synergy_Bliss=-10.7, Synergy_Loewe=-69.4, Synergy_HSA=-9.43. (3) Drug 1: C1=CC(=C2C(=C1NCCNCCO)C(=O)C3=C(C=CC(=C3C2=O)O)O)NCCNCCO. Drug 2: CNC(=O)C1=NC=CC(=C1)OC2=CC=C(C=C2)NC(=O)NC3=CC(=C(C=C3)Cl)C(F)(F)F. Cell line: LOX IMVI. Synergy scores: CSS=43.2, Synergy_ZIP=-1.54, Synergy_Bliss=-0.603, Synergy_Loewe=1.85, Synergy_HSA=4.97. (4) Drug 1: C1CCN(CC1)CCOC2=CC=C(C=C2)C(=O)C3=C(SC4=C3C=CC(=C4)O)C5=CC=C(C=C5)O. Drug 2: CN(C)N=NC1=C(NC=N1)C(=O)N. Cell line: HCC-2998. Synergy scores: CSS=50.8, Synergy_ZIP=0.885, Synergy_Bliss=1.18, Synergy_Loewe=-25.0, Synergy_HSA=1.29. (5) Drug 1: C1=CC(=CC=C1CCC2=CNC3=C2C(=O)NC(=N3)N)C(=O)NC(CCC(=O)O)C(=O)O. Drug 2: C1=NC2=C(N=C(N=C2N1C3C(C(C(O3)CO)O)F)Cl)N. Cell line: UACC62. Synergy scores: CSS=30.7, Synergy_ZIP=-3.01, Synergy_Bliss=2.02, Synergy_Loewe=2.30, Synergy_HSA=3.44.